This data is from Forward reaction prediction with 1.9M reactions from USPTO patents (1976-2016). The task is: Predict the product of the given reaction. (1) Given the reactants [F:1][C:2]1[CH:3]=[C:4]([OH:11])[CH:5]=[CH:6][C:7]=1[N+:8]([O-:10])=[O:9].C([O-])([O-])=O.[Na+].[Na+].[CH2:18](Br)[C:19]1[CH:24]=[CH:23][CH:22]=[CH:21][CH:20]=1.O, predict the reaction product. The product is: [CH2:18]([O:11][C:4]1[CH:5]=[CH:6][C:7]([N+:8]([O-:10])=[O:9])=[C:2]([F:1])[CH:3]=1)[C:19]1[CH:24]=[CH:23][CH:22]=[CH:21][CH:20]=1. (2) Given the reactants [Br:1][C:2]1[CH:7]=[CH:6][C:5]([CH:8]([OH:29])[CH2:9][CH2:10][N:11]2[CH2:16][CH2:15][CH:14]([C:17]3[CH:18]=[C:19]([NH:23][C:24](=[O:28])[CH:25]([CH3:27])[CH3:26])[CH:20]=[CH:21][CH:22]=3)[CH2:13][CH2:12]2)=[CH:4][CH:3]=1.[Cl:30][C:31]1[CH:36]=[C:35]([CH3:37])[CH:34]=[CH:33][C:32]=1O, predict the reaction product. The product is: [Br:1][C:2]1[CH:3]=[CH:4][C:5]([CH:8]([O:29][C:32]2[CH:33]=[CH:34][C:35]([CH3:37])=[CH:36][C:31]=2[Cl:30])[CH2:9][CH2:10][N:11]2[CH2:16][CH2:15][CH:14]([C:17]3[CH:18]=[C:19]([NH:23][C:24](=[O:28])[CH:25]([CH3:26])[CH3:27])[CH:20]=[CH:21][CH:22]=3)[CH2:13][CH2:12]2)=[CH:6][CH:7]=1.